Dataset: CYP2D6 inhibition data for predicting drug metabolism from PubChem BioAssay. Task: Regression/Classification. Given a drug SMILES string, predict its absorption, distribution, metabolism, or excretion properties. Task type varies by dataset: regression for continuous measurements (e.g., permeability, clearance, half-life) or binary classification for categorical outcomes (e.g., BBB penetration, CYP inhibition). Dataset: cyp2d6_veith. (1) The molecule is CCCS(=O)(=O)N1CCCC(C(=O)NCC2CCCO2)C1. The result is 0 (non-inhibitor). (2) The molecule is O=C(O)[C@@H]1CCCN1Cc1c[nH]c2ccccc12. The result is 0 (non-inhibitor). (3) The molecule is [O-][N+](CCO)(CCO)c1ncnc2nc[nH]c12. The result is 0 (non-inhibitor).